Task: Predict the product of the given reaction.. Dataset: Forward reaction prediction with 1.9M reactions from USPTO patents (1976-2016) (1) Given the reactants [CH3:1][C:2](O)([C:4]([CH3:17])([C:6]1[N:10]([C:11]2[CH:16]=[CH:15][CH:14]=[CH:13][CH:12]=2)[N:9]=[CH:8][CH:7]=1)[CH3:5])[CH3:3].[Cl-].[Cl-].[Cl-].[Al+3], predict the reaction product. The product is: [CH3:5][C:4]1([CH3:17])[C:2]([CH3:3])([CH3:1])[C:16]2[C:11](=[CH:12][CH:13]=[CH:14][CH:15]=2)[N:10]2[N:9]=[CH:8][CH:7]=[C:6]12. (2) Given the reactants [OH:1][CH:2]1[CH2:5][O:4][CH2:3]1.CC(C)([O-])C.[K+].F[C:13]1[CH:20]=[CH:19][C:18]([N+:21]([O-:23])=[O:22])=[CH:17][C:14]=1[C:15]#[N:16], predict the reaction product. The product is: [N+:21]([C:18]1[CH:19]=[CH:20][C:13]([O:1][CH:2]2[CH2:5][O:4][CH2:3]2)=[C:14]([CH:17]=1)[C:15]#[N:16])([O-:23])=[O:22]. (3) Given the reactants Cl[CH2:2][CH2:3][CH2:4][N:5]1[CH2:10][CH2:9][CH2:8][CH2:7][CH2:6]1.[N+:11]([C:14]1[CH:19]=[CH:18][C:17]([OH:20])=[CH:16][CH:15]=1)([O-:13])=[O:12].C([O-])([O-])=O.[K+].[K+], predict the reaction product. The product is: [N+:11]([C:14]1[CH:19]=[CH:18][C:17]([O:20][CH2:2][CH2:3][CH2:4][N:5]2[CH2:10][CH2:9][CH2:8][CH2:7][CH2:6]2)=[CH:16][CH:15]=1)([O-:13])=[O:12]. (4) Given the reactants Br[C:2]1[CH:3]=[CH:4][C:5]([Cl:23])=[C:6]([CH:22]=1)[CH2:7][C:8]1[CH:21]=[CH:20][C:11]([O:12][Si:13]([C:16]([CH3:19])([CH3:18])[CH3:17])([CH3:15])[CH3:14])=[CH:10][CH:9]=1.[Li][C:25](C)(C)C.C[Si](C)(C)[O:31][C@@H:32]1[C@@H:37]([O:38][Si](C)(C)C)[C@H:36]([O:43][Si](C)(C)C)[C@@H:35]([CH2:48][O:49][Si](C)(C)C)[O:34][C:33]1=[O:54].CS(O)(=O)=O, predict the reaction product. The product is: [Si:13]([O:12][C:11]1[CH:20]=[CH:21][C:8]([CH2:7][C:6]2[CH:22]=[C:2]([C@@:33]3([O:54][CH3:25])[C@H:32]([OH:31])[C@@H:37]([OH:38])[C@H:36]([OH:43])[C@@H:35]([CH2:48][OH:49])[O:34]3)[CH:3]=[CH:4][C:5]=2[Cl:23])=[CH:9][CH:10]=1)([C:16]([CH3:19])([CH3:18])[CH3:17])([CH3:15])[CH3:14]. (5) Given the reactants [F:1][CH:2]([F:23])[CH2:3][N:4]1[C:9]2[N:10]=[CH:11][S:12][C:8]=2[C:7]([OH:13])=[C:6]([C:14]2[CH:19]=[CH:18][CH:17]=[CH:16][C:15]=2[I:20])[S:5]1(=[O:22])=[O:21].N1C=CC=C[CH:25]=1.Cl[C:31]([O:33]C)=[S:32], predict the reaction product. The product is: [C:31](=[O:32])([S:33][CH3:25])[O:13][C:7]1[C:8]2[S:12][CH:11]=[N:10][C:9]=2[N:4]([CH2:3][CH:2]([F:1])[F:23])[S:5](=[O:21])(=[O:22])[C:6]=1[C:14]1[CH:19]=[CH:18][CH:17]=[CH:16][C:15]=1[I:20]. (6) Given the reactants [F:1][C:2]1([F:28])[CH2:7][CH2:6][N:5]([C@H](C2C=CC=CC=2)C)[CH:4]([CH2:16][N:17]2[C:25](=[O:26])[C:24]3[C:19](=[CH:20][CH:21]=[CH:22][CH:23]=3)[C:18]2=[O:27])[CH2:3]1, predict the reaction product. The product is: [F:28][C:2]1([F:1])[CH2:7][CH2:6][NH:5][CH:4]([CH2:16][N:17]2[C:18](=[O:27])[C:19]3[C:24](=[CH:23][CH:22]=[CH:21][CH:20]=3)[C:25]2=[O:26])[CH2:3]1. (7) Given the reactants [O:1]=[C:2]1[C:6]2=[CH:7][N:8]([CH2:15][C:16]3[CH:21]=[CH:20][C:19]([N:22]4[CH:26]=[CH:25][CH:24]=[N:23]4)=[CH:18][CH:17]=3)[C:9]3[CH:10]=[CH:11][CH:12]=[CH:13][C:14]=3[C:5]2=[N:4][N:3]1[C:27]1[CH:35]=[CH:34][CH:33]=[CH:32][C:28]=1[C:29](O)=[O:30].F[P-](F)(F)(F)(F)F.[N:43]1(O[P+](N2CCCC2)(N2CCCC2)N2CCCC2)[C:47]2C=CC=CC=2N=N1.CN.C(=O)(O)[O-].[Na+], predict the reaction product. The product is: [CH3:47][NH:43][C:29](=[O:30])[C:28]1[CH:32]=[CH:33][CH:34]=[CH:35][C:27]=1[N:3]1[C:2](=[O:1])[C:6]2=[CH:7][N:8]([CH2:15][C:16]3[CH:21]=[CH:20][C:19]([N:22]4[CH:26]=[CH:25][CH:24]=[N:23]4)=[CH:18][CH:17]=3)[C:9]3[CH:10]=[CH:11][CH:12]=[CH:13][C:14]=3[C:5]2=[N:4]1. (8) Given the reactants [CH2:1]([NH2:8])[C:2]1[CH:7]=[CH:6][CH:5]=[CH:4][CH:3]=1.[ClH:9].[C:10](=[NH:14])(OC)[CH3:11], predict the reaction product. The product is: [ClH:9].[CH2:1]([NH:8][C:10](=[NH:14])[CH3:11])[C:2]1[CH:7]=[CH:6][CH:5]=[CH:4][CH:3]=1.